Dataset: NCI-60 drug combinations with 297,098 pairs across 59 cell lines. Task: Regression. Given two drug SMILES strings and cell line genomic features, predict the synergy score measuring deviation from expected non-interaction effect. (1) Drug 1: C1=NC2=C(N=C(N=C2N1C3C(C(C(O3)CO)O)O)F)N. Drug 2: CS(=O)(=O)CCNCC1=CC=C(O1)C2=CC3=C(C=C2)N=CN=C3NC4=CC(=C(C=C4)OCC5=CC(=CC=C5)F)Cl. Cell line: MALME-3M. Synergy scores: CSS=0.844, Synergy_ZIP=-1.20, Synergy_Bliss=-2.66, Synergy_Loewe=-13.4, Synergy_HSA=-8.58. (2) Drug 1: CCC(=C(C1=CC=CC=C1)C2=CC=C(C=C2)OCCN(C)C)C3=CC=CC=C3.C(C(=O)O)C(CC(=O)O)(C(=O)O)O. Drug 2: C1=CC=C(C=C1)NC(=O)CCCCCCC(=O)NO. Cell line: SF-268. Synergy scores: CSS=3.77, Synergy_ZIP=-1.12, Synergy_Bliss=-1.35, Synergy_Loewe=-20.8, Synergy_HSA=-10.9. (3) Drug 2: C1=CC=C(C=C1)NC(=O)CCCCCCC(=O)NO. Drug 1: C1CCC(C1)C(CC#N)N2C=C(C=N2)C3=C4C=CNC4=NC=N3. Cell line: RXF 393. Synergy scores: CSS=17.7, Synergy_ZIP=1.63, Synergy_Bliss=6.05, Synergy_Loewe=3.91, Synergy_HSA=6.12. (4) Cell line: NCI-H226. Synergy scores: CSS=11.2, Synergy_ZIP=-5.77, Synergy_Bliss=0.718, Synergy_Loewe=0.785, Synergy_HSA=0.511. Drug 2: B(C(CC(C)C)NC(=O)C(CC1=CC=CC=C1)NC(=O)C2=NC=CN=C2)(O)O. Drug 1: C1=NC2=C(N1)C(=S)N=C(N2)N. (5) Drug 1: CC1=C(C=C(C=C1)NC2=NC=CC(=N2)N(C)C3=CC4=NN(C(=C4C=C3)C)C)S(=O)(=O)N.Cl. Drug 2: CC1=C2C(C(=O)C3(C(CC4C(C3C(C(C2(C)C)(CC1OC(=O)C(C(C5=CC=CC=C5)NC(=O)OC(C)(C)C)O)O)OC(=O)C6=CC=CC=C6)(CO4)OC(=O)C)O)C)O. Cell line: HCT-15. Synergy scores: CSS=7.78, Synergy_ZIP=3.73, Synergy_Bliss=5.33, Synergy_Loewe=1.08, Synergy_HSA=2.86. (6) Drug 1: CCCCCOC(=O)NC1=NC(=O)N(C=C1F)C2C(C(C(O2)C)O)O. Drug 2: C1CN(P(=O)(OC1)NCCCl)CCCl. Cell line: U251. Synergy scores: CSS=2.18, Synergy_ZIP=0.478, Synergy_Bliss=0.245, Synergy_Loewe=-3.45, Synergy_HSA=-2.28.